From a dataset of Full USPTO retrosynthesis dataset with 1.9M reactions from patents (1976-2016). Predict the reactants needed to synthesize the given product. (1) The reactants are: C([C:3]1[CH:4]=[C:5]([CH:15]=[CH:16][C:17]=1[B:18]1[O:22]C(C)(C)[C:20]([CH3:26])(C)[O:19]1)[O:6][C:7]1[CH:14]=[CH:13][C:10]([C:11]#[N:12])=[CH:9][N:8]=1)=O.C[Mg+].[Br-].Cl.C([O-])(O)=O.[Na+]. Given the product [OH:22][B:18]1[C:17]2[CH:3]=[CH:4][C:5]([O:6][C:7]3[CH:14]=[CH:13][C:10]([C:11]#[N:12])=[CH:9][N:8]=3)=[CH:15][C:16]=2[CH:20]([CH3:26])[O:19]1, predict the reactants needed to synthesize it. (2) Given the product [CH3:1][C:2]1[N:3]=[C:4]([NH:7][C:8]([C:10]2[C:15]([NH:16][C:17]3[CH:22]=[CH:21][CH:20]=[CH:25][CH:18]=3)=[CH:14][CH:13]=[C:12]([CH3:23])[N:11]=2)=[O:9])[S:5][CH:6]=1, predict the reactants needed to synthesize it. The reactants are: [CH3:1][C:2]1[N:3]=[C:4]([NH:7][C:8]([C:10]2[C:15]([NH:16][C:17]3[CH:18]=N[CH:20]=[CH:21][CH:22]=3)=[CH:14][CH:13]=[C:12]([CH3:23])[N:11]=2)=[O:9])[S:5][CH:6]=1.Br[C:25]1C=CC=CC=1.